From a dataset of Catalyst prediction with 721,799 reactions and 888 catalyst types from USPTO. Predict which catalyst facilitates the given reaction. (1) Reactant: [Cl:1][C:2]1[C:3]([F:11])=[N:4][C:5]([F:10])=[C:6]([F:9])[C:7]=1F.[Cl:12][C:13]1[CH:14]=[C:15]([OH:21])[CH:16]=[C:17]([C:19]#[N:20])[CH:18]=1.C(=O)([O-])[O-].[K+].[K+]. Product: [Cl:12][C:13]1[CH:18]=[C:17]([CH:16]=[C:15]([O:21][C:7]2[C:6]([F:9])=[C:5]([F:10])[N:4]=[C:3]([F:11])[C:2]=2[Cl:1])[CH:14]=1)[C:19]#[N:20]. The catalyst class is: 3. (2) Reactant: [N:1]1[CH:6]=[CH:5][CH:4]=[C:3]([NH:7][C:8](=[O:15])OCC(Cl)(Cl)Cl)[N:2]=1.[F:16][C:17]1[C:22]([F:23])=[CH:21][CH:20]=[CH:19][C:18]=1[C:24]1[N:25]=[C:26]([N:29]2[CH2:34][CH2:33][NH:32][CH2:31][CH2:30]2)[S:27][CH:28]=1.C(N(C(C)C)CC)(C)C.O. Product: [F:16][C:17]1[C:22]([F:23])=[CH:21][CH:20]=[CH:19][C:18]=1[C:24]1[N:25]=[C:26]([N:29]2[CH2:34][CH2:33][N:32]([C:8]([NH:7][C:3]3[N:2]=[N:1][CH:6]=[CH:5][CH:4]=3)=[O:15])[CH2:31][CH2:30]2)[S:27][CH:28]=1. The catalyst class is: 16. (3) Reactant: [F:1][C:2]1[CH:3]=[C:4]([N:9]2[C:13]([CH3:15])([CH3:14])[C:12](=[O:16])[N:11]([C:17]3[CH:24]=[CH:23][C:20]([C:21]#[N:22])=[C:19]([C:25]([F:28])([F:27])[F:26])[CH:18]=3)[C:10]2=[S:29])[CH:5]=[CH:6][C:7]=1[OH:8].O[CH2:31][C:32]1([C:35]([O:37][CH2:38][CH3:39])=[O:36])[CH2:34][CH2:33]1.C1(P(C2C=CC=CC=2)C2C=CC=CC=2)C=CC=CC=1.N(C(OC(C)C)=O)=NC(OC(C)C)=O. Product: [C:21]([C:20]1[CH:23]=[CH:24][C:17]([N:11]2[C:12](=[O:16])[C:13]([CH3:14])([CH3:15])[N:9]([C:4]3[CH:5]=[CH:6][C:7]([O:8][CH2:31][C:32]4([C:35]([O:37][CH2:38][CH3:39])=[O:36])[CH2:34][CH2:33]4)=[C:2]([F:1])[CH:3]=3)[C:10]2=[S:29])=[CH:18][C:19]=1[C:25]([F:26])([F:27])[F:28])#[N:22]. The catalyst class is: 4.